From a dataset of NCI-60 drug combinations with 297,098 pairs across 59 cell lines. Regression. Given two drug SMILES strings and cell line genomic features, predict the synergy score measuring deviation from expected non-interaction effect. (1) Drug 1: C1CCC(CC1)NC(=O)N(CCCl)N=O. Drug 2: CN1C2=C(C=C(C=C2)N(CCCl)CCCl)N=C1CCCC(=O)O.Cl. Cell line: ACHN. Synergy scores: CSS=14.8, Synergy_ZIP=-2.84, Synergy_Bliss=0.114, Synergy_Loewe=-2.00, Synergy_HSA=0.187. (2) Drug 1: CN1C2=C(C=C(C=C2)N(CCCl)CCCl)N=C1CCCC(=O)O.Cl. Drug 2: CC1=C(C(=O)C2=C(C1=O)N3CC4C(C3(C2COC(=O)N)OC)N4)N. Cell line: IGROV1. Synergy scores: CSS=11.1, Synergy_ZIP=-5.14, Synergy_Bliss=-2.11, Synergy_Loewe=-9.67, Synergy_HSA=-1.90. (3) Drug 1: CC12CCC3C(C1CCC2=O)CC(=C)C4=CC(=O)C=CC34C. Drug 2: CCC1(CC2CC(C3=C(CCN(C2)C1)C4=CC=CC=C4N3)(C5=C(C=C6C(=C5)C78CCN9C7C(C=CC9)(C(C(C8N6C)(C(=O)OC)O)OC(=O)C)CC)OC)C(=O)OC)O.OS(=O)(=O)O. Cell line: OVCAR-4. Synergy scores: CSS=39.9, Synergy_ZIP=-2.98, Synergy_Bliss=2.60, Synergy_Loewe=-1.29, Synergy_HSA=3.64. (4) Drug 1: CC(C)(C#N)C1=CC(=CC(=C1)CN2C=NC=N2)C(C)(C)C#N. Drug 2: C1C(C(OC1N2C=NC(=NC2=O)N)CO)O. Cell line: SNB-19. Synergy scores: CSS=6.70, Synergy_ZIP=-1.45, Synergy_Bliss=-1.02, Synergy_Loewe=-7.52, Synergy_HSA=-3.14. (5) Drug 2: C(CCl)NC(=O)N(CCCl)N=O. Drug 1: CC12CCC(CC1=CCC3C2CCC4(C3CC=C4C5=CN=CC=C5)C)O. Synergy scores: CSS=12.2, Synergy_ZIP=-2.30, Synergy_Bliss=3.71, Synergy_Loewe=-5.44, Synergy_HSA=2.94. Cell line: RXF 393. (6) Synergy scores: CSS=39.4, Synergy_ZIP=-0.465, Synergy_Bliss=-1.28, Synergy_Loewe=-21.0, Synergy_HSA=-0.395. Cell line: HS 578T. Drug 2: CC1C(C(CC(O1)OC2CC(CC3=C2C(=C4C(=C3O)C(=O)C5=C(C4=O)C(=CC=C5)OC)O)(C(=O)CO)O)N)O.Cl. Drug 1: C1C(C(OC1N2C=NC3=C2NC=NCC3O)CO)O.